From a dataset of Forward reaction prediction with 1.9M reactions from USPTO patents (1976-2016). Predict the product of the given reaction. Given the reactants [CH3:1][C:2]1[C:24]([C:25]2[S:26][C:27](C3N=CN(C4CCCCO4)N=3)=[C:28](C3C=CC=CC=3)[N:29]=2)=[C:5]2[CH:6]=[C:7](OC3CCN(C(OC(C)(C)C)=O)CC3)[CH:8]=[CH:9][N:4]2[N:3]=1.[F:47][C:48]1[CH:53]=[C:52]([F:54])[CH:51]=[CH:50][C:49]=1B(O)O.[C:58](=[O:61])([O-])[O-:59].[Cs+].[Cs+].Cl[CH2:65]Cl.C(=O)(O)[O-].[Na+], predict the reaction product. The product is: [F:47][C:48]1[CH:53]=[C:52]([F:54])[CH:51]=[CH:50][C:49]=1[C:28]1[N:29]=[C:25]([C:24]2[C:2]([CH3:1])=[N:3][N:4]3[CH:9]=[CH:8][CH:7]=[CH:6][C:5]=23)[S:26][C:27]=1[C:58]([O:59][CH3:65])=[O:61].